The task is: Predict the product of the given reaction.. This data is from Forward reaction prediction with 1.9M reactions from USPTO patents (1976-2016). (1) Given the reactants [Cl:1][C:2]1[CH:7]=[CH:6][C:5]([N:8]=[C:9]=[S:10])=[CH:4][CH:3]=1.[C:11]([N:18]1[CH2:24][CH2:23][CH2:22][NH:21][CH2:20][CH2:19]1)([O:13][C:14]([CH3:17])([CH3:16])[CH3:15])=[O:12], predict the reaction product. The product is: [Cl:1][C:2]1[CH:7]=[CH:6][C:5]([NH:8][C:9]([N:21]2[CH2:22][CH2:23][CH2:24][N:18]([C:11]([O:13][C:14]([CH3:17])([CH3:16])[CH3:15])=[O:12])[CH2:19][CH2:20]2)=[S:10])=[CH:4][CH:3]=1. (2) Given the reactants [Br:1][C:2]1[CH:3]=[N:4][C:5]([O:8]N2C3=NC=CC=C3N=N2)=[N:6][CH:7]=1.[NH:18]1[C:22](B(O)O)=[CH:21][CH:20]=[N:19]1.C([O-])([O-])=O.[Cs+].[Cs+], predict the reaction product. The product is: [Br:1][C:2]1[CH:7]=[N:6][C:5]([O:8][C:21]2[CH:22]=[N:18][NH:19][CH:20]=2)=[N:4][CH:3]=1. (3) Given the reactants F[C:2]1[C:16]([CH:17]=[O:18])=[CH:15][C:5]2[C:6]([C:9]3[N:13]([CH3:14])[N:12]=[CH:11][N:10]=3)=[N:7][O:8][C:4]=2[C:3]=1[F:19].[CH3:20][C@H:21]1[O:26][C@H:25]([CH3:27])[CH2:24][NH:23][CH2:22]1, predict the reaction product. The product is: [CH3:27][C@@H:25]1[CH2:24][N:23]([C:2]2[C:16]([CH:17]=[O:18])=[CH:15][C:5]3[C:6]([C:9]4[N:13]([CH3:14])[N:12]=[CH:11][N:10]=4)=[N:7][O:8][C:4]=3[C:3]=2[F:19])[CH2:22][C@@H:21]([CH3:20])[O:26]1. (4) Given the reactants [CH3:1][O:2][C:3]1[CH:22]=[CH:21][C:6]([CH2:7][NH:8][C:9]([C:11]2[S:20][C:14]3[N:15]([CH3:19])[CH2:16][NH:17][CH2:18][C:13]=3[CH:12]=2)=[O:10])=[CH:5][CH:4]=1.[C:23](=[O:26])([O-])[O-].[Cs+].[Cs+].BrC[C:31]1[CH:36]=[CH:35][C:34]([S:37]([NH2:40])(=[O:39])=[O:38])=[CH:33][CH:32]=1.[OH2:41], predict the reaction product. The product is: [CH3:1][O:2][C:3]1[CH:22]=[CH:21][C:6]([CH2:7][NH:8][C:9]([C:11]2[S:20][C:14]3[N:15]([CH3:19])[C:23](=[O:26])[N:17]([CH2:16][C:31]4[CH:36]=[CH:35][C:34]([S:37](=[O:39])(=[O:38])[NH2:40])=[CH:33][CH:32]=4)[C:18](=[O:41])[C:13]=3[CH:12]=2)=[O:10])=[CH:5][CH:4]=1. (5) Given the reactants C([C:3](CC)(CC)[CH:4](P(O)(O)=O)[C:5]([O-:7])=[O:6])C.[H-].[Na+].[C:18]([O:22][C:23]([N:25]1[CH2:30][CH2:29][C:28](=O)[CH2:27][CH2:26]1)=[O:24])([CH3:21])([CH3:20])[CH3:19].[CH2:32]1COC[CH2:33]1, predict the reaction product. The product is: [C:18]([O:22][C:23]([N:25]1[CH2:30][CH:29]=[C:28]([CH:4]([C:5]([O:7][CH2:32][CH3:33])=[O:6])[CH3:3])[CH2:27][CH2:26]1)=[O:24])([CH3:21])([CH3:20])[CH3:19].